From a dataset of Full USPTO retrosynthesis dataset with 1.9M reactions from patents (1976-2016). Predict the reactants needed to synthesize the given product. (1) Given the product [CH3:21][C:22]([CH3:26])([CH3:25])[C:23]#[C:24][C:7]1[CH:8]=[CH:9][C:4]([C:3]([OH:2])=[O:11])=[CH:5][CH:6]=1, predict the reactants needed to synthesize it. The reactants are: C[O:2][C:3](=[O:11])[C:4]1[CH:9]=[CH:8][C:7](I)=[CH:6][CH:5]=1.C(N(CC)C(C)C)(C)C.[CH3:21][C:22]([CH3:26])([CH3:25])[C:23]#[CH:24]. (2) The reactants are: Br[C:2]1[CH:7]=[CH:6][C:5]([C@@H:8]([N:10]2[CH2:15][CH2:14][C@@:13]([C:19]3[CH:24]=[CH:23][C:22]([F:25])=[CH:21][CH:20]=3)([CH2:16][CH2:17][OH:18])[O:12][C:11]2=[O:26])[CH3:9])=[CH:4][CH:3]=1.[CH3:27][C:28]1[CH:33]=[C:32](B(O)O)[CH:31]=[CH:30][N:29]=1. Given the product [F:25][C:22]1[CH:23]=[CH:24][C:19]([C@:13]2([CH2:16][CH2:17][OH:18])[O:12][C:11](=[O:26])[N:10]([C@H:8]([C:5]3[CH:6]=[CH:7][C:2]([C:32]4[CH:31]=[CH:30][N:29]=[C:28]([CH3:27])[CH:33]=4)=[CH:3][CH:4]=3)[CH3:9])[CH2:15][CH2:14]2)=[CH:20][CH:21]=1, predict the reactants needed to synthesize it. (3) Given the product [NH2:2][CH2:1][C:3]1[CH:18]=[CH:17][C:6]([C:7]([NH:9][CH:10]2[CH2:16][CH2:15][CH2:14][CH2:13][CH2:12][CH2:11]2)=[O:8])=[C:5]([F:19])[CH:4]=1, predict the reactants needed to synthesize it. The reactants are: [C:1]([C:3]1[CH:18]=[CH:17][C:6]([C:7]([NH:9][CH:10]2[CH2:16][CH2:15][CH2:14][CH2:13][CH2:12][CH2:11]2)=[O:8])=[C:5]([F:19])[CH:4]=1)#[N:2].C(O)C.O.[H][H].